From a dataset of Forward reaction prediction with 1.9M reactions from USPTO patents (1976-2016). Predict the product of the given reaction. (1) Given the reactants [C:1]([O:5][C:6]([N:8]1[CH:12]=[CH:11][CH:10]=[C:9]1[C@@H:13]([OH:41])[C@@H:14]([N:24]([CH2:33][C:34]1[CH:39]=[CH:38][CH:37]=[CH:36][C:35]=1[CH3:40])[CH2:25][C:26]1[CH:31]=[CH:30][CH:29]=[CH:28][C:27]=1[CH3:32])[CH2:15][C:16]1[CH:21]=[C:20]([F:22])[CH:19]=[C:18]([F:23])[CH:17]=1)=[O:7])([CH3:4])([CH3:3])[CH3:2].[H][H], predict the reaction product. The product is: [C:1]([O:5][C:6]([N:8]1[CH2:12][CH2:11][CH2:10][C@@H:9]1[C@@H:13]([OH:41])[C@@H:14]([N:24]([CH2:33][C:34]1[CH:39]=[CH:38][CH:37]=[CH:36][C:35]=1[CH3:40])[CH2:25][C:26]1[CH:31]=[CH:30][CH:29]=[CH:28][C:27]=1[CH3:32])[CH2:15][C:16]1[CH:21]=[C:20]([F:22])[CH:19]=[C:18]([F:23])[CH:17]=1)=[O:7])([CH3:4])([CH3:3])[CH3:2]. (2) Given the reactants [H-].[Na+].[F:3][C:4]1[CH:9]=[CH:8][C:7]([F:10])=[CH:6][C:5]=1[C:11]1([C:18]#[N:19])[CH2:16][CH2:15][CH:14]([OH:17])[CH2:13][CH2:12]1.[CH3:20]I, predict the reaction product. The product is: [F:3][C:4]1[CH:9]=[CH:8][C:7]([F:10])=[CH:6][C:5]=1[C:11]1([C:18]#[N:19])[CH2:16][CH2:15][CH:14]([O:17][CH3:20])[CH2:13][CH2:12]1. (3) Given the reactants [CH3:1][C:2]1[C:7]([NH2:8])=[CH:6][CH:5]=[CH:4][N:3]=1.[CH2:9]([C@@:16]12[CH2:29][CH2:28][C:27]([OH:34])([C:30]([F:33])([F:32])[F:31])[CH2:26][C@@H:25]1[CH2:24][CH2:23][C:22]1[CH:21]=[C:20]([C:35](OC)=[O:36])[CH:19]=[CH:18][C:17]2=1)[C:10]1[CH:15]=[CH:14][CH:13]=[CH:12][CH:11]=1.[Li+].C[Si]([N-][Si](C)(C)C)(C)C.O, predict the reaction product. The product is: [CH2:9]([C@@:16]12[CH2:29][CH2:28][C:27]([OH:34])([C:30]([F:31])([F:32])[F:33])[CH2:26][C@@H:25]1[CH2:24][CH2:23][C:22]1[CH:21]=[C:20]([C:35]([NH:8][C:7]3[C:2]([CH3:1])=[N:3][CH:4]=[CH:5][CH:6]=3)=[O:36])[CH:19]=[CH:18][C:17]2=1)[C:10]1[CH:15]=[CH:14][CH:13]=[CH:12][CH:11]=1. (4) Given the reactants [NH:1]1[C:5]2[CH:6]=[CH:7][CH:8]=[CH:9][C:4]=2[N:3]=[C:2]1[CH:10]([OH:19])[C:11]1[CH:16]=[C:15]([CH3:17])[CH:14]=[CH:13][C:12]=1[OH:18].CS(O)(=O)=O.[CH3:25][N:26]1[CH2:31][CH2:30][CH:29](O)[CH2:28][CH2:27]1, predict the reaction product. The product is: [NH:1]1[C:5]2[CH:6]=[CH:7][CH:8]=[CH:9][C:4]=2[N:3]=[C:2]1[CH:10]([O:19][CH:29]1[CH2:30][CH2:31][N:26]([CH3:25])[CH2:27][CH2:28]1)[C:11]1[CH:16]=[C:15]([CH3:17])[CH:14]=[CH:13][C:12]=1[OH:18]. (5) Given the reactants C1(S([N:10]2[CH2:17][C:16]3[S:15][CH:14]=[N:13][C:12]=3[CH2:11]2)(=O)=O)C=CC=CC=1.C1(O)C=CC=CC=1.[BrH:25].C(OCC)(=O)C, predict the reaction product. The product is: [BrH:25].[S:15]1[C:16]2[CH2:17][NH:10][CH2:11][C:12]=2[N:13]=[CH:14]1. (6) Given the reactants C1COCC1.C([O:8][C:9]([C:11]1[C:12]([C:19]([F:22])([F:21])[F:20])=[N:13][N:14]([CH:16]([CH3:18])[CH3:17])[CH:15]=1)=O)C.[H-].[Al+3].[Li+].[H-].[H-].[H-].[OH-].[Na+], predict the reaction product. The product is: [CH:16]([N:14]1[CH:15]=[C:11]([CH2:9][OH:8])[C:12]([C:19]([F:22])([F:21])[F:20])=[N:13]1)([CH3:18])[CH3:17]. (7) Given the reactants [OH:1][C@:2]1([CH2:9][NH:10][C:11]([C:13]2[C:14]3[CH:15]=[CH:16][C:17](Cl)=[N:18][C:19]=3[CH:20]=[CH:21][C:22]=2[Cl:23])=[O:12])[CH2:7][CH2:6][CH2:5][C@@H:4]([CH3:8])[CH2:3]1.C(=O)([O-])[O-].[Cs+].[Cs+].[C:31]1(B2OC(C)(C)C(C)(C)O2)[CH2:35][CH2:34][CH2:33][CH:32]=1, predict the reaction product. The product is: [OH:1][C@:2]1([CH2:9][NH:10][C:11]([C:13]2[C:14]3[CH:15]=[CH:16][C:17]([C:31]4[CH2:35][CH2:34][CH2:33][CH:32]=4)=[N:18][C:19]=3[CH:20]=[CH:21][C:22]=2[Cl:23])=[O:12])[CH2:7][CH2:6][CH2:5][C@@H:4]([CH3:8])[CH2:3]1. (8) Given the reactants C(O[C@@H](C1C(C)=CC2N=C(C3C=C4C(C(C)=NN4C)=CC=3)SC=2C=1C1C=CC(Cl)=CC=1)C(O)=O)(C)(C)C.[CH2:38]([N:45]1[C:53]2[C:48](=[CH:49][C:50]([C:54]3[S:55][C:56]4[C:62]([C:63]5[CH:68]=[CH:67][C:66]([Cl:69])=[CH:65][CH:64]=5)=[C:61]([C@H:70]([O:76][C:77]([CH3:80])([CH3:79])[CH3:78])[C:71]([O:73]CC)=[O:72])[C:60]([CH3:81])=[CH:59][C:57]=4[N:58]=3)=[CH:51][CH:52]=2)[C:47]([CH3:82])=[N:46]1)[C:39]1[CH:44]=[CH:43][CH:42]=[CH:41][CH:40]=1, predict the reaction product. The product is: [CH2:38]([N:45]1[C:53]2[C:48](=[CH:49][C:50]([C:54]3[S:55][C:56]4[C:62]([C:63]5[CH:68]=[CH:67][C:66]([Cl:69])=[CH:65][CH:64]=5)=[C:61]([C@H:70]([O:76][C:77]([CH3:78])([CH3:79])[CH3:80])[C:71]([OH:73])=[O:72])[C:60]([CH3:81])=[CH:59][C:57]=4[N:58]=3)=[CH:51][CH:52]=2)[C:47]([CH3:82])=[N:46]1)[C:39]1[CH:44]=[CH:43][CH:42]=[CH:41][CH:40]=1. (9) Given the reactants [C:1](Cl)(Cl)=[O:2].[Cl:5][CH2:6][CH2:7][CH2:8][CH2:9][CH2:10][OH:11].C(N(CC)C1C=CC=CC=1)C.[CH2:23]([O:25][CH:26]([O:31][CH2:32][CH3:33])[CH2:27][CH2:28][CH2:29][NH2:30])[CH3:24].C(N(CC)CC)C, predict the reaction product. The product is: [Cl:5][CH2:6][CH2:7][CH2:8][CH2:9][CH2:10][O:11][C:1](=[O:2])[NH:30][CH2:29][CH2:28][CH2:27][CH:26]([O:25][CH2:23][CH3:24])[O:31][CH2:32][CH3:33]. (10) Given the reactants C([N:8]1[CH2:12][CH2:11][C@H:10]([NH:13][C@@H:14]([C:16]2[CH:21]=[CH:20][CH:19]=[C:18]([O:22][CH3:23])[CH:17]=2)[CH3:15])[CH2:9]1)C1C=CC=CC=1.[ClH:24], predict the reaction product. The product is: [ClH:24].[ClH:24].[CH3:23][O:22][C:18]1[CH:17]=[C:16]([C@H:14]([NH:13][C@H:10]2[CH2:11][CH2:12][NH:8][CH2:9]2)[CH3:15])[CH:21]=[CH:20][CH:19]=1.